This data is from Catalyst prediction with 721,799 reactions and 888 catalyst types from USPTO. The task is: Predict which catalyst facilitates the given reaction. (1) Reactant: [CH2:1]([N:3]1[C:12]2[C:7](=[CH:8][C:9]([O:24][CH2:25][C:26]3[CH:31]=[CH:30][C:29]([O:32][CH3:33])=[CH:28][CH:27]=3)=[C:10]([O:14][CH2:15][C:16]3[CH:21]=[CH:20][C:19]([O:22][CH3:23])=[CH:18][CH:17]=3)[C:11]=2[F:13])[C:6](=[O:34])[C:5]([C:35]([O:37]CC)=[O:36])=[CH:4]1)[CH3:2].[OH-].[K+]. Product: [CH2:1]([N:3]1[C:12]2[C:7](=[CH:8][C:9]([O:24][CH2:25][C:26]3[CH:27]=[CH:28][C:29]([O:32][CH3:33])=[CH:30][CH:31]=3)=[C:10]([O:14][CH2:15][C:16]3[CH:17]=[CH:18][C:19]([O:22][CH3:23])=[CH:20][CH:21]=3)[C:11]=2[F:13])[C:6](=[O:34])[C:5]([C:35]([OH:37])=[O:36])=[CH:4]1)[CH3:2]. The catalyst class is: 24. (2) Reactant: [CH2:1]([O:5][C:6](=[O:30])[CH2:7][CH:8]1[C:17]2[C:12](=[C:13]([CH3:22])[C:14]([C:18]([NH:20][OH:21])=[NH:19])=[CH:15][CH:16]=2)[CH2:11][CH2:10][N:9]1[C:23]([O:25][C:26]([CH3:29])([CH3:28])[CH3:27])=[O:24])[CH2:2][CH2:3][CH3:4].C(N(CC)CC)C.[Cl:38][C:39]1[CH:40]=[C:41]([CH:45]=[CH:46][C:47]=1[O:48][CH:49]([CH3:51])[CH3:50])[C:42](Cl)=O. Product: [CH2:1]([O:5][C:6](=[O:30])[CH2:7][CH:8]1[C:17]2[C:12](=[C:13]([CH3:22])[C:14]([C:18]3[N:19]=[C:42]([C:41]4[CH:45]=[CH:46][C:47]([O:48][CH:49]([CH3:50])[CH3:51])=[C:39]([Cl:38])[CH:40]=4)[O:21][N:20]=3)=[CH:15][CH:16]=2)[CH2:11][CH2:10][N:9]1[C:23]([O:25][C:26]([CH3:29])([CH3:28])[CH3:27])=[O:24])[CH2:2][CH2:3][CH3:4]. The catalyst class is: 12. (3) Reactant: [O:1]1[CH:5]=[CH:4][C:3]([NH:6][S:7]([C:10]2[CH:15]=[CH:14][C:13]([N+:16]([O-:18])=[O:17])=[CH:12][CH:11]=2)(=[O:9])=[O:8])=[N:2]1.C1(P(C2C=CC=CC=2)C2C=CC=CC=2)C=CC=CC=1.[O:38]([C:45]1[CH:61]=[CH:60][C:48]([O:49][C:50]2[S:51][C:52]([C:55]#[C:56][CH:57](O)[CH3:58])=[CH:53][N:54]=2)=[CH:47][CH:46]=1)[C:39]1[CH:44]=[CH:43][CH:42]=[CH:41][CH:40]=1.CCOC(/N=N/C(OCC)=O)=O. Product: [O:1]1[CH:5]=[CH:4][C:3]([N:6]([CH:57]([CH3:58])[C:56]#[C:55][C:52]2[S:51][C:50]([O:49][C:48]3[CH:60]=[CH:61][C:45]([O:38][C:39]4[CH:44]=[CH:43][CH:42]=[CH:41][CH:40]=4)=[CH:46][CH:47]=3)=[N:54][CH:53]=2)[S:7]([C:10]2[CH:11]=[CH:12][C:13]([N+:16]([O-:18])=[O:17])=[CH:14][CH:15]=2)(=[O:9])=[O:8])=[N:2]1. The catalyst class is: 1.